Dataset: Peptide-MHC class I binding affinity with 185,985 pairs from IEDB/IMGT. Task: Regression. Given a peptide amino acid sequence and an MHC pseudo amino acid sequence, predict their binding affinity value. This is MHC class I binding data. (1) The MHC is HLA-A68:01 with pseudo-sequence HLA-A68:01. The binding affinity (normalized) is 0. The peptide sequence is ICKAAMGLR. (2) The peptide sequence is ADLMGYIPL. The MHC is H-2-Kk with pseudo-sequence H-2-Kk. The binding affinity (normalized) is 0.0929. (3) The peptide sequence is LAIVTTPLV. The MHC is HLA-A26:01 with pseudo-sequence HLA-A26:01. The binding affinity (normalized) is 0.0847. (4) The peptide sequence is FLAADALVL. The MHC is HLA-E01:03 with pseudo-sequence HLA-E01:03. The binding affinity (normalized) is 0. (5) The peptide sequence is EIYKRWII. The MHC is HLA-B40:02 with pseudo-sequence HLA-B40:02. The binding affinity (normalized) is 0.106. (6) The peptide sequence is TPALATRGF. The MHC is HLA-B58:01 with pseudo-sequence HLA-B58:01. The binding affinity (normalized) is 0.0847. (7) The peptide sequence is GEKSRCYSL. The MHC is HLA-B44:02 with pseudo-sequence HLA-B44:02. The binding affinity (normalized) is 0.295.